This data is from Forward reaction prediction with 1.9M reactions from USPTO patents (1976-2016). The task is: Predict the product of the given reaction. Given the reactants [NH:1]1[C:5]2[CH:6]=[CH:7][CH:8]=[CH:9][C:4]=2[NH:3][C:2]1=[C:10]([C:13]#[N:14])[C:11]#[N:12].Br[CH2:16][CH2:17][CH2:18][O:19][Si:20]([C:23]([CH3:26])([CH3:25])[CH3:24])([CH3:22])[CH3:21].C(=O)([O-])[O-].[K+].[K+], predict the reaction product. The product is: [Si:20]([O:19][CH2:18][CH2:17][CH2:16][N:1]1[C:5]2[CH:6]=[CH:7][CH:8]=[CH:9][C:4]=2[NH:3][C:2]1=[C:10]([C:13]#[N:14])[C:11]#[N:12])([C:23]([CH3:24])([CH3:25])[CH3:26])([CH3:22])[CH3:21].